From a dataset of Reaction yield outcomes from USPTO patents with 853,638 reactions. Predict the reaction yield, written as a fraction of the theoretical maximum amount of product (1.0 means a 100% yield; for example, 0.34 means a 34% yield). (1) The reactants are [CH3:1][O:2][C@H:3]([C@@H:8]([CH3:27])[C@@H:9]([O:25][CH3:26])/[CH:10]=[CH:11]/[Sn:12]([CH2:21][CH2:22][CH2:23][CH3:24])([CH2:17][CH2:18][CH2:19][CH3:20])[CH2:13][CH2:14][CH2:15][CH3:16])[C@@H:4]([CH3:7])[CH:5]=[O:6].CC(=CC)C.Cl([O-])=[O:34].[Na+].P([O-])(O)(O)=O.[Na+]. The catalyst is C(O)(C)(C)C.O.[Cl-].[Na+].O. The product is [CH3:1][O:2][C@H:3]([C@@H:8]([CH3:27])[C@@H:9]([O:25][CH3:26])/[CH:10]=[CH:11]/[Sn:12]([CH2:21][CH2:22][CH2:23][CH3:24])([CH2:17][CH2:18][CH2:19][CH3:20])[CH2:13][CH2:14][CH2:15][CH3:16])[C@@H:4]([CH3:7])[C:5]([OH:34])=[O:6]. The yield is 0.900. (2) The reactants are [H-].[Al+3].[Li+].[H-].[H-].[H-].C1COCC1.Cl.[CH3:13][C:14]1[N:15]=[C:16]([NH:19][C:20]2[CH:25]=[C:24]([O:26][C:27]3[CH:28]=[C:29]([CH:35]=[CH:36][CH:37]=3)[O:30][CH2:31][C:32](O)=[O:33])[CH:23]=[CH:22][N:21]=2)[S:17][CH:18]=1.Cl. The catalyst is CCOCC. The product is [CH3:13][C:14]1[N:15]=[C:16]([NH:19][C:20]2[CH:25]=[C:24]([O:26][C:27]3[CH:28]=[C:29]([CH:35]=[CH:36][CH:37]=3)[O:30][CH2:31][CH2:32][OH:33])[CH:23]=[CH:22][N:21]=2)[S:17][CH:18]=1. The yield is 0.177. (3) The reactants are [Cl:1][C:2]1[N:9]=[C:8](Cl)[C:7]([F:11])=[C:6]([I:12])[C:3]=1[C:4]#[N:5].CCN(CC)CC.[CH:20]1([C:23]2[NH:27][N:26]=[C:25]([NH2:28])[CH:24]=2)[CH2:22][CH2:21]1. The catalyst is C(#N)C. The product is [Cl:1][C:2]1[N:9]=[C:8]([NH:28][C:25]2[CH:24]=[C:23]([CH:20]3[CH2:22][CH2:21]3)[NH:27][N:26]=2)[C:7]([F:11])=[C:6]([I:12])[C:3]=1[C:4]#[N:5]. The yield is 0.290. (4) The yield is 0.570. The catalyst is CN(C=O)C.C(Cl)Cl. The product is [CH2:25]([C:24]1[C:23]([CH3:27])=[C:22]2[C:18]([C:19](=[O:28])[O:20][CH2:21]2)=[C:17]([OH:29])[C:16]=1[CH2:15][CH:14]=[C:13]([CH3:36])[CH2:12][NH:11][CH2:10][CH2:9][P:4](=[O:3])([OH:8])[OH:5])[CH3:26]. The reactants are C([O:3][P:4]([CH2:9][CH2:10][NH:11][CH2:12][C:13]([CH3:36])=[CH:14][CH2:15][C:16]1[C:17]([O:29]CC[Si](C)(C)C)=[C:18]2[C:22](=[C:23]([CH3:27])[C:24]=1[CH2:25][CH3:26])[CH2:21][O:20][C:19]2=[O:28])(=[O:8])[O:5]CC)C.C[Si](Br)(C)C. (5) The reactants are [C:1]1([C:12]2[CH:17]=[CH:16][CH:15]=[CH:14][CH:13]=2)[CH:6]=[CH:5][CH:4]=[C:3]([CH2:7][C:8](Cl)=[N:9][OH:10])[CH:2]=1.O1CCCC1.[C:23]([C:25]1[C:26]([NH2:31])=[N:27][CH:28]=[CH:29][CH:30]=1)#[CH:24].C(N(CC)CC)C. The catalyst is O. The product is [C:1]1([C:12]2[CH:17]=[CH:16][CH:15]=[CH:14][CH:13]=2)[CH:6]=[CH:5][CH:4]=[C:3]([CH2:7][C:8]2[CH:24]=[C:23]([C:25]3[C:26]([NH2:31])=[N:27][CH:28]=[CH:29][CH:30]=3)[O:10][N:9]=2)[CH:2]=1. The yield is 0.340. (6) The reactants are [NH:1]([C:5]1[CH:10]=[CH:9][C:8]([OH:11])=[CH:7][CH:6]=1)C(C)=O.[C:12](=O)([O-:14])[O-:13].[Ca+2].C(=O)=O. No catalyst specified. The product is [NH2:1][C:5]1[CH:6]=[C:7]([C:12]([OH:14])=[O:13])[C:8]([OH:11])=[CH:9][CH:10]=1. The yield is 0.850. (7) The reactants are F[C:2]1[CH:9]=[CH:8][CH:7]=[CH:6][C:3]=1[C:4]#[N:5].[C:10]([O:14][CH3:15])(=[O:13])[CH2:11][SH:12].CC(C)([O-])C.[K+]. The yield is 0.880. The catalyst is CN(C=O)C. The product is [CH3:15][O:14][C:10]([C:11]1[S:12][C:2]2[CH:9]=[CH:8][CH:7]=[CH:6][C:3]=2[C:4]=1[NH2:5])=[O:13].